This data is from Catalyst prediction with 721,799 reactions and 888 catalyst types from USPTO. The task is: Predict which catalyst facilitates the given reaction. (1) Reactant: Br[C:2]1[CH:3]=[C:4]2[C:9](=[CH:10][CH:11]=1)[C:8](=[O:12])[N:7]([CH2:13][CH:14]1[CH2:19][CH2:18][N:17]([CH2:20][C:21]3[O:25][N:24]=[C:23]([C:26]4[CH:31]=[CH:30][CH:29]=[CH:28][CH:27]=4)[CH:22]=3)[CH2:16][CH2:15]1)[C:6]([C:32]([O:34][CH3:35])=[O:33])=[C:5]2[C:36]1[CH:41]=[CH:40][CH:39]=[CH:38][CH:37]=1.C([Li])CCC.[Cl-].[NH4+]. Product: [O:12]=[C:8]1[C:9]2[C:4](=[CH:3][CH:2]=[CH:11][CH:10]=2)[C:5]([C:36]2[CH:37]=[CH:38][CH:39]=[CH:40][CH:41]=2)=[C:6]([C:32]([O:34][CH3:35])=[O:33])[N:7]1[CH2:13][CH:14]1[CH2:19][CH2:18][N:17]([CH2:20][C:21]2[O:25][N:24]=[C:23]([C:26]3[CH:31]=[CH:30][CH:29]=[CH:28][CH:27]=3)[CH:22]=2)[CH2:16][CH2:15]1. The catalyst class is: 7. (2) Reactant: [NH2:1][CH:2]([CH2:6][C:7]1[C:8]2[CH:15]=[C:14]([Cl:16])[CH:13]=[CH:12][C:9]=2[S:10][CH:11]=1)[C:3]([OH:5])=[O:4].S(Cl)(Cl)=O.[CH3:21]O. Product: [CH3:21][O:4][C:3](=[O:5])[CH:2]([NH2:1])[CH2:6][C:7]1[C:8]2[CH:15]=[C:14]([Cl:16])[CH:13]=[CH:12][C:9]=2[S:10][CH:11]=1. The catalyst class is: 389.